Task: Predict the product of the given reaction.. Dataset: Forward reaction prediction with 1.9M reactions from USPTO patents (1976-2016) (1) Given the reactants [N:1]1[CH:6]=[CH:5][N:4]=[CH:3][C:2]=1[NH:7][C:8](=[O:15])OCC(Cl)(Cl)Cl.[C:16]1([C:22]2[N:23]=[C:24]([N:27]3[CH2:32][CH2:31][NH:30][CH2:29][CH2:28]3)[S:25][CH:26]=2)[CH:21]=[CH:20][CH:19]=[CH:18][CH:17]=1.C(N(C(C)C)CC)(C)C.CS(C)=O, predict the reaction product. The product is: [C:16]1([C:22]2[N:23]=[C:24]([N:27]3[CH2:32][CH2:31][N:30]([C:8]([NH:7][C:2]4[CH:3]=[N:4][CH:5]=[CH:6][N:1]=4)=[O:15])[CH2:29][CH2:28]3)[S:25][CH:26]=2)[CH:17]=[CH:18][CH:19]=[CH:20][CH:21]=1. (2) Given the reactants C(O)(C(F)(F)F)=O.C(OC([N:15]1[CH2:20][CH2:19][N:18]([C:21]([CH:23]2[CH2:28][CH2:27][CH2:26][CH2:25][N:24]2[CH3:29])=[O:22])[CH2:17][CH2:16]1)=O)(C)(C)C, predict the reaction product. The product is: [CH3:29][N:24]1[CH2:25][CH2:26][CH2:27][CH2:28][CH:23]1[C:21]([N:18]1[CH2:19][CH2:20][NH:15][CH2:16][CH2:17]1)=[O:22]. (3) Given the reactants O=[C:2]1[C:11]2[C:6](=[CH:7][CH:8]=[CH:9][CH:10]=2)[C:5]([CH2:12][NH:13][C:14]([C:16]2[CH:20]=[CH:19][O:18][N:17]=2)=O)=[N:4][NH:3]1.P(Cl)(Cl)([Cl:23])=O, predict the reaction product. The product is: [Cl:23][C:2]1[C:11]2[C:6](=[CH:7][CH:8]=[CH:9][CH:10]=2)[C:5]2=[CH:12][N:13]=[C:14]([C:16]3[CH:20]=[CH:19][O:18][N:17]=3)[N:4]2[N:3]=1.